This data is from Full USPTO retrosynthesis dataset with 1.9M reactions from patents (1976-2016). The task is: Predict the reactants needed to synthesize the given product. (1) Given the product [F:17][C:3]1[CH:4]=[C:5]2[C:10](=[CH:11][C:2]=1[CH:23]=[O:24])[O:9][CH2:8][CH:7]([CH2:12][CH2:13][CH2:14][CH2:15][CH3:16])[CH2:6]2, predict the reactants needed to synthesize it. The reactants are: Br[C:2]1[CH:11]=[C:10]2[C:5]([CH2:6][CH:7]([CH2:12][CH2:13][CH2:14][CH2:15][CH3:16])[CH2:8][O:9]2)=[CH:4][C:3]=1[F:17].C([Li])CCC.[CH:23](N1CCCCC1)=[O:24].Cl. (2) Given the product [CH3:1][O:2][CH2:3][CH2:4][CH2:5][C:6]1[CH:15]=[C:14]([C:16]([O:18][CH3:19])=[O:17])[C:13]2[C:8](=[CH:9][CH:10]=[CH:11][CH:12]=2)[N:7]=1, predict the reactants needed to synthesize it. The reactants are: [CH3:1][O:2][CH2:3]/[CH:4]=[CH:5]/[C:6]1[CH:15]=[C:14]([C:16]([O:18][CH3:19])=[O:17])[C:13]2[C:8](=[CH:9][CH:10]=[CH:11][CH:12]=2)[N:7]=1. (3) Given the product [Cl:13][S:14]([C:9]1[S:8][C:7]([C:2]2[CH:3]=[CH:4][CH:5]=[CH:6][C:1]=2[CH3:12])=[CH:11][CH:10]=1)(=[O:16])=[O:15], predict the reactants needed to synthesize it. The reactants are: [C:1]1([CH3:12])[CH:6]=[CH:5][CH:4]=[CH:3][C:2]=1[C:7]1[S:8][CH:9]=[CH:10][CH:11]=1.[Cl:13][S:14](O)(=[O:16])=[O:15].P(Cl)(Cl)(Cl)=O.P(Cl)(Cl)(Cl)(Cl)Cl. (4) Given the product [Br:1][C:2]1[CH:3]=[CH:4][C:5]([F:22])=[C:6]([C@@:8]2([CH3:21])[NH:17][C:16](=[S:32])[C:11]3([CH2:15][CH:14]=[CH:13][CH2:12]3)[S:10](=[O:20])(=[O:19])[CH2:9]2)[CH:7]=1, predict the reactants needed to synthesize it. The reactants are: [Br:1][C:2]1[CH:3]=[CH:4][C:5]([F:22])=[C:6]([C@@:8]2([CH3:21])[NH:17][C:16](=O)[C:11]3([CH2:15][CH:14]=[CH:13][CH2:12]3)[S:10](=[O:20])(=[O:19])[CH2:9]2)[CH:7]=1.COC1C=CC(P2(SP(C3C=CC(OC)=CC=3)(=S)S2)=[S:32])=CC=1.C([O-])(O)=O.[Na+]. (5) Given the product [O:8]1[C:7]2=[CH:2][N:3]=[C:4]([CH2:12][OH:13])[CH:5]=[C:6]2[CH2:11][CH2:10][CH2:9]1, predict the reactants needed to synthesize it. The reactants are: Cl[C:2]1[N:3]=[C:4]([CH2:12][OH:13])[CH:5]=[C:6]2[CH:11]=[CH:10][CH2:9][O:8][C:7]=12.CCO.[OH-].[Na+]. (6) Given the product [NH2:4][C:7]1[CH:8]=[CH:9][C:10]([C:13]2[S:14][C:15]3[CH:21]=[C:20]([O:22][CH3:23])[CH:19]=[CH:18][C:16]=3[N:17]=2)=[CH:11][CH:12]=1, predict the reactants needed to synthesize it. The reactants are: Cl[Sn]Cl.[N+:4]([C:7]1[CH:12]=[CH:11][C:10]([C:13]2[S:14][C:15]3[CH:21]=[C:20]([O:22][CH3:23])[CH:19]=[CH:18][C:16]=3[N:17]=2)=[CH:9][CH:8]=1)([O-])=O. (7) Given the product [Br:1][C:2]1[C:10]2[C:5](=[CH:6][C:7]([C:11]3[CH:12]=[CH:13][C:14]([O:17][CH3:18])=[CH:15][CH:16]=3)=[CH:8][CH:9]=2)[N:4]([C:24]2[CH:25]=[C:20]([Cl:19])[N:21]=[CH:22][N:23]=2)[CH:3]=1, predict the reactants needed to synthesize it. The reactants are: [Br:1][C:2]1[C:10]2[C:5](=[CH:6][C:7]([C:11]3[CH:16]=[CH:15][C:14]([O:17][CH3:18])=[CH:13][CH:12]=3)=[CH:8][CH:9]=2)[NH:4][CH:3]=1.[Cl:19][C:20]1[CH:25]=[C:24](Cl)[N:23]=[CH:22][N:21]=1. (8) Given the product [F:1][C:2]1[CH:3]=[C:4]([NH:9][C:10]2[CH:15]=[CH:14][N:13]=[C:12]([NH:16][C:17]3[CH:18]=[CH:19][C:20]([S:23]([N:26]([CH3:33])[CH:27]4[CH2:32][CH2:31][N:30]([CH2:40][C:37]5[CH:36]=[C:35]([CH3:34])[O:39][N:38]=5)[CH2:29][CH2:28]4)(=[O:24])=[O:25])=[CH:21][CH:22]=3)[N:11]=2)[CH:5]=[CH:6][C:7]=1[F:8], predict the reactants needed to synthesize it. The reactants are: [F:1][C:2]1[CH:3]=[C:4]([NH:9][C:10]2[CH:15]=[CH:14][N:13]=[C:12]([NH:16][C:17]3[CH:22]=[CH:21][C:20]([S:23]([N:26]([CH3:33])[CH:27]4[CH2:32][CH2:31][NH:30][CH2:29][CH2:28]4)(=[O:25])=[O:24])=[CH:19][CH:18]=3)[N:11]=2)[CH:5]=[CH:6][C:7]=1[F:8].[CH3:34][C:35]1[O:39][N:38]=[C:37]([CH:40]=O)[CH:36]=1. (9) Given the product [F:38][C:39]1[CH:40]=[C:41]2[C:45](=[CH:46][CH:47]=1)[NH:44][CH:43]=[C:42]2[CH2:48][CH2:49][CH2:50][N:51]([CH2:66][CH2:67][CH3:68])[CH:52]1[CH2:65][O:64][C:55]2=[C:56]3[C:61](=[CH:62][CH:63]=[C:54]2[CH2:53]1)[N:60]=[CH:59][CH:58]=[CH:57]3, predict the reactants needed to synthesize it. The reactants are: FC1C=C2C(=CC=1)NC=C2CCCNC1COC2=C3C(=CC=C2C1)N=CC=C3.Cl.Cl.CCOCC.Cl.Cl.[F:38][C:39]1[CH:40]=[C:41]2[C:45](=[CH:46][CH:47]=1)[NH:44][CH:43]=[C:42]2[CH2:48][CH2:49][CH2:50][N:51]([CH2:66][CH2:67][CH3:68])[CH:52]1[CH2:65][O:64][C:55]2=[C:56]3[C:61](=[CH:62][CH:63]=[C:54]2[CH2:53]1)[N:60]=[CH:59][CH:58]=[CH:57]3. (10) Given the product [CH2:20]([O:19][CH2:18][CH:6]([NH:5][C:3](=[O:4])[C@H:2]([NH:1][C:45]([C:41]1[C:38]2[C:39](=[O:40])[C:34]3[C:35](=[CH:36][CH:31]=[CH:32][CH:33]=3)[C:37]=2[CH:44]=[CH:43][CH:42]=1)=[O:46])[CH2:27][CH:28]([CH3:29])[CH3:30])[CH:7]([OH:17])[C:8]([NH:10][CH2:11][C:12]([O:14][CH2:15][CH3:16])=[O:13])=[O:9])[C:21]1[CH:22]=[CH:23][CH:24]=[CH:25][CH:26]=1, predict the reactants needed to synthesize it. The reactants are: [NH2:1][C@@H:2]([CH2:27][CH:28]([CH3:30])[CH3:29])[C:3]([NH:5][C@@H:6]([CH2:18][O:19][CH2:20][C:21]1[CH:26]=[CH:25][CH:24]=[CH:23][CH:22]=1)[CH:7]([OH:17])[C:8]([NH:10][CH2:11][C:12]([O:14][CH2:15][CH3:16])=[O:13])=[O:9])=[O:4].[CH:31]1[CH:36]=[C:35]2[C:37]3[CH:44]=[CH:43][CH:42]=[C:41]([C:45](O)=[O:46])[C:38]=3[C:39](=[O:40])[C:34]2=[CH:33][CH:32]=1.CN(C(ON1N=NC2C=CC=CC1=2)=[N+](C)C)C.F[P-](F)(F)(F)(F)F.CCN(CC)CC.